This data is from CYP2C9 inhibition data for predicting drug metabolism from PubChem BioAssay. The task is: Regression/Classification. Given a drug SMILES string, predict its absorption, distribution, metabolism, or excretion properties. Task type varies by dataset: regression for continuous measurements (e.g., permeability, clearance, half-life) or binary classification for categorical outcomes (e.g., BBB penetration, CYP inhibition). Dataset: cyp2c9_veith. (1) The molecule is Cc1nc2ccccc2nc1-c1ccc(N=[N+]([O-])c2ccc(-c3nc4ccccc4nc3C)cc2)cc1. The result is 0 (non-inhibitor). (2) The drug is Cc1snc(SCC(=O)N/N=C(\N)COc2cccc(C(F)(F)F)c2)c1C#N. The result is 0 (non-inhibitor). (3) The drug is CC(C)Cn1c(C(C)C)nc([N+](=O)[O-])c1S(=O)(=O)c1ccc(F)cc1. The result is 0 (non-inhibitor). (4) The molecule is CC(=O)c1cc(CC=C(C)C)c(O)cc1O. The result is 1 (inhibitor). (5) The compound is CN[C@H](CC(=O)O)C(=O)O. The result is 0 (non-inhibitor). (6) The drug is COc1ccccc1N1CCN(c2nc(-c3ccccc3)cc(C(F)(F)F)n2)CC1. The result is 1 (inhibitor).